This data is from NCI-60 drug combinations with 297,098 pairs across 59 cell lines. The task is: Regression. Given two drug SMILES strings and cell line genomic features, predict the synergy score measuring deviation from expected non-interaction effect. (1) Drug 1: CC1=C2C(C(=O)C3(C(CC4C(C3C(C(C2(C)C)(CC1OC(=O)C(C(C5=CC=CC=C5)NC(=O)C6=CC=CC=C6)O)O)OC(=O)C7=CC=CC=C7)(CO4)OC(=O)C)O)C)OC(=O)C. Drug 2: C1=CC=C(C=C1)NC(=O)CCCCCCC(=O)NO. Cell line: RPMI-8226. Synergy scores: CSS=16.9, Synergy_ZIP=-10.7, Synergy_Bliss=-23.4, Synergy_Loewe=-31.1, Synergy_HSA=-24.3. (2) Drug 1: CN(C)N=NC1=C(NC=N1)C(=O)N. Drug 2: CCN(CC)CCNC(=O)C1=C(NC(=C1C)C=C2C3=C(C=CC(=C3)F)NC2=O)C. Cell line: HCT116. Synergy scores: CSS=7.63, Synergy_ZIP=-1.83, Synergy_Bliss=-0.106, Synergy_Loewe=0.168, Synergy_HSA=0.206. (3) Drug 1: C1=CC(=C2C(=C1NCCNCCO)C(=O)C3=C(C=CC(=C3C2=O)O)O)NCCNCCO. Drug 2: C1=CC=C(C(=C1)C(C2=CC=C(C=C2)Cl)C(Cl)Cl)Cl. Cell line: SK-MEL-5. Synergy scores: CSS=24.2, Synergy_ZIP=-3.22, Synergy_Bliss=-0.818, Synergy_Loewe=-15.0, Synergy_HSA=-1.40.